This data is from Forward reaction prediction with 1.9M reactions from USPTO patents (1976-2016). The task is: Predict the product of the given reaction. (1) Given the reactants [Cl:1][C:2]1[CH:7]=[CH:6][C:5]([N:8]2[CH:13]=[CH:12][C:11](=[O:14])[C:10]([C:15](=O)/[CH:16]=[CH:17]/[N:18](C)C)=[N:9]2)=[CH:4][CH:3]=1.[Cl:22][C:23]1[C:32]2[C:27](=[CH:28][CH:29]=[CH:30][CH:31]=2)[C:26]([NH:33]N)=[CH:25][CH:24]=1, predict the reaction product. The product is: [Cl:22][C:23]1[C:32]2[C:27](=[CH:28][CH:29]=[CH:30][CH:31]=2)[C:26]([N:33]2[C:15]([C:10]3[C:11](=[O:14])[CH:12]=[CH:13][N:8]([C:5]4[CH:4]=[CH:3][C:2]([Cl:1])=[CH:7][CH:6]=4)[N:9]=3)=[CH:16][CH:17]=[N:18]2)=[CH:25][CH:24]=1. (2) Given the reactants [C:1]([O:9][CH:10]([CH2:12][CH:13]([OH:15])[CH3:14])[CH3:11])(=[O:8])[C:2]1[CH:7]=[CH:6][CH:5]=[CH:4][CH:3]=1.[C:16]1([C:22](=[O:26])[C:23](Cl)=[O:24])[CH:21]=[CH:20][CH:19]=[CH:18][CH:17]=1.N1C=CC=CC=1, predict the reaction product. The product is: [C:16]1([C:22](=[O:26])[C:23]([O:15][CH:13]([CH3:14])[CH2:12][CH:10]([O:9][C:1](=[O:8])[C:2]2[CH:7]=[CH:6][CH:5]=[CH:4][CH:3]=2)[CH3:11])=[O:24])[CH:21]=[CH:20][CH:19]=[CH:18][CH:17]=1. (3) Given the reactants Cl.[CH3:2][C:3]1[S:4][CH:5]=[C:6]([C:8]([N:10]2[CH2:15][C:14]3([CH2:20][CH2:19][NH:18][CH2:17][CH2:16]3)[O:13][CH2:12][CH2:11]2)=[O:9])[N:7]=1.[OH:21][CH2:22][CH2:23][C:24]1[CH:33]=[CH:32][C:27]([O:28][CH2:29][CH:30]=O)=[CH:26][CH:25]=1.C(O[BH-](OC(=O)C)OC(=O)C)(=O)C.[Na+], predict the reaction product. The product is: [OH:21][CH2:22][CH2:23][C:24]1[CH:33]=[CH:32][C:27]([O:28][CH2:29][CH2:30][N:18]2[CH2:19][CH2:20][C:14]3([O:13][CH2:12][CH2:11][N:10]([C:8]([C:6]4[N:7]=[C:3]([CH3:2])[S:4][CH:5]=4)=[O:9])[CH2:15]3)[CH2:16][CH2:17]2)=[CH:26][CH:25]=1. (4) Given the reactants Cl[CH2:2][C:3]1[S:10][C:9]2[C:8]3[CH:11]=[CH:12][CH:13]=[CH:14][C:7]=3[S:6][C:5]=2[CH:4]=1.[P:15]([O:22]CC)([O:19][CH2:20][CH3:21])[O:16][CH2:17][CH3:18], predict the reaction product. The product is: [S:10]1[C:9]2[C:8]3[CH:11]=[CH:12][CH:13]=[CH:14][C:7]=3[S:6][C:5]=2[CH:4]=[C:3]1[CH2:2][P:15](=[O:22])([O:19][CH2:20][CH3:21])[O:16][CH2:17][CH3:18]. (5) Given the reactants CC1C=C(C)C=C(C)C=1S([O-])(=O)=O.[NH2:14][N+:15]1[CH:20]=[CH:19][C:18]([O:21][CH3:22])=[CH:17][C:16]=1[O:23][CH2:24][C:25]1[C:30]([F:31])=[CH:29][CH:28]=[CH:27][C:26]=1[F:32].[C:33]([O:38][CH2:39][CH3:40])(=[O:37])[C:34]#[C:35][CH3:36].C(=O)([O-])[O-].[K+].[K+].O, predict the reaction product. The product is: [CH2:39]([O:38][C:33]([C:34]1[C:35]([CH3:36])=[N:14][N:15]2[C:16]([O:23][CH2:24][C:25]3[C:30]([F:31])=[CH:29][CH:28]=[CH:27][C:26]=3[F:32])=[CH:17][C:18]([O:21][CH3:22])=[CH:19][C:20]=12)=[O:37])[CH3:40]. (6) Given the reactants P(CCCC)(CCCC)CCCC.C1CCN(C(N=NC(N2CCCCC2)=O)=O)CC1.[OH:32][C:33]1[CH:38]=[CH:37][C:36]([C:39]2[CH:46]=[CH:45][C:42]([C:43]#[N:44])=[CH:41][N:40]=2)=[CH:35][CH:34]=1.[F:47][C:48]1([F:64])[CH2:53][CH2:52][CH:51]([NH:54][C:55](=[O:61])[O:56][C:57]([CH3:60])([CH3:59])[CH3:58])[CH:50]([CH2:62]O)[CH2:49]1.[OH-].[Na+], predict the reaction product. The product is: [C:43]([C:42]1[CH:45]=[CH:46][C:39]([C:36]2[CH:35]=[CH:34][C:33]([O:32][CH2:62][CH:50]3[CH2:49][C:48]([F:64])([F:47])[CH2:53][CH2:52][CH:51]3[NH:54][C:55](=[O:61])[O:56][C:57]([CH3:60])([CH3:59])[CH3:58])=[CH:38][CH:37]=2)=[N:40][CH:41]=1)#[N:44].